This data is from Forward reaction prediction with 1.9M reactions from USPTO patents (1976-2016). The task is: Predict the product of the given reaction. Given the reactants Cl[C:2]1[N:7]=[CH:6][C:5]([C:8]2[CH:17]=[C:16]3[C:11]([CH:12]=[C:13]([NH:18][C:19]([CH:21]4[CH2:23][CH2:22]4)=[O:20])[N:14]=[CH:15]3)=[CH:10][CH:9]=2)=[C:4]([CH3:24])[CH:3]=1.[C:25](=[O:32])([O:27][C:28]([CH3:31])([CH3:30])[CH3:29])[NH2:26].CC(C1C=C(C(C)C)C(C2C(P(C3CCCCC3)C3CCCCC3)=C(OC)C=CC=2OC)=C(C(C)C)C=1)C.C(=O)([O-])[O-].[Cs+].[Cs+], predict the reaction product. The product is: [CH:21]1([C:19]([NH:18][C:13]2[N:14]=[CH:15][C:16]3[C:11]([CH:12]=2)=[CH:10][CH:9]=[C:8]([C:5]2[C:4]([CH3:24])=[CH:3][C:2]([NH:26][C:25](=[O:32])[O:27][C:28]([CH3:31])([CH3:30])[CH3:29])=[N:7][CH:6]=2)[CH:17]=3)=[O:20])[CH2:23][CH2:22]1.